From a dataset of Full USPTO retrosynthesis dataset with 1.9M reactions from patents (1976-2016). Predict the reactants needed to synthesize the given product. (1) The reactants are: Br[C:2]1[CH:24]=[CH:23][C:5]2[C:6]3[N:7]([CH:11]=[C:12]([C:14]4[N:18]([CH:19]([CH3:21])[CH3:20])[N:17]=[C:16]([NH2:22])[N:15]=4)[N:13]=3)[CH2:8][CH2:9][O:10][C:4]=2[CH:3]=1.[Cl:25][C:26]1[CH:31]=[CH:30][C:29](B(O)O)=[CH:28][CH:27]=1.C([O-])([O-])=O.[Cs+].[Cs+].O1CCOCC1. Given the product [Cl:25][C:26]1[CH:31]=[CH:30][C:29]([C:2]2[CH:24]=[CH:23][C:5]3[C:6]4[N:7]([CH:11]=[C:12]([C:14]5[N:18]([CH:19]([CH3:21])[CH3:20])[N:17]=[C:16]([NH2:22])[N:15]=5)[N:13]=4)[CH2:8][CH2:9][O:10][C:4]=3[CH:3]=2)=[CH:28][CH:27]=1, predict the reactants needed to synthesize it. (2) Given the product [F:6][C:7]1[CH:8]=[CH:9][C:10]([N:13]2[C:35](=[O:38])[CH2:36][CH2:37][N:15]3[N:16]=[C:17](/[CH:19]=[CH:20]/[C:21]4[CH:26]=[CH:25][C:24]([N:27]5[CH:31]=[C:30]([CH3:32])[N:29]=[CH:28]5)=[C:23]([O:33][CH3:34])[CH:22]=4)[N:18]=[C:14]23)=[CH:11][CH:12]=1, predict the reactants needed to synthesize it. The reactants are: CN(C=O)C.[F:6][C:7]1[CH:12]=[CH:11][C:10]([NH:13][C:14]2[NH:18][C:17](/[CH:19]=[CH:20]/[C:21]3[CH:26]=[CH:25][C:24]([N:27]4[CH:31]=[C:30]([CH3:32])[N:29]=[CH:28]4)=[C:23]([O:33][CH3:34])[CH:22]=3)=[N:16][N:15]=2)=[CH:9][CH:8]=1.[C:35](Cl)(=[O:38])[CH:36]=[CH2:37].